Dataset: Forward reaction prediction with 1.9M reactions from USPTO patents (1976-2016). Task: Predict the product of the given reaction. (1) Given the reactants [CH:1]1[NH:7][C:5](=O)[C:4]2[N:8]=[CH:9][N:10]([C@@H:11]3[O:15][C@H:14]([CH2:16][O:17]P(O[C@H]4[C@@H](O)[C@H](N5C6N=CNC(=O)C=6N=C5)O[C@@H]4COP(O[C@H]4[C@@H](O)[C@H](N5C6N=CNC(=O)C=6N=C5)O[C@@H]4COP(O[C@H]4[C@@H](O)[C@H](N5C6N=CNC(=O)C=6N=C5)O[C@@H]4COP(O[C@H]4[C@@H](O)[C@H](N5C6N=CNC(=O)C=6N=C5)O[C@@H]4COP(O[C@H]4[C@@H](O)[C@H](N5C6N=CNC(=O)C=6N=C5)O[C@@H]4COP(O[C@H]4[C@@H](O)[C@H](N5C6N=CNC(=O)C=6N=C5)O[C@@H]4COP(O[C@H]4[C@@H](O)[C@H](N5C6N=CNC(=O)C=6N=C5)O[C@@H]4COP(O[C@H]4[C@@H](O)[C@H](N5C6N=CNC(=O)C=6N=C5)O[C@@H]4COP(O[C@H]4[C@@H](O)[C@H](N5C6N=CNC(=O)C=6N=C5)O[C@@H]4COP(O[C@H]4[C@@H](O)[C@H](N5C6N=CNC(=O)C=6N=C5)O[C@@H]4COP(O[C@H]4[C@@H](O)[C@H](N5C6N=CNC(=O)C=6N=C5)O[C@@H]4COP(O[C@H]4[C@@H](O)[C@H](N5C6N=CNC(=O)C=6N=C5)O[C@@H]4COP(O[C@H]4[C@@H](O)[C@H](N5C6N=CNC(=O)C=6N=C5)O[C@@H]4COP(O[C@H]4[C@@H](O)[C@H](N5C6N=CNC(=O)C=6N=C5)O[C@@H]4COP(O[C@H]4[C@@H](O)[C@H](N5C6N=CNC(=O)C=6N=C5)O[C@@H]4COP(O[C@H]4[C@@H](O)[C@H](N5C6N=CNC(=O)C=6N=C5)O[C@@H]4COP(O[C@H]4[C@@H](O)[C@H](N5C6N=CNC(=O)C=6N=C5)O[C@@H]4COP(O[C@H]4[C@@H](O)[C@H](N5C6N=CNC(=O)C=6N=C5)O[C@@H]4COP(O[C@H]4[C@@H](O)[C@H](N5C6N=CNC(=O)C=6N=C5)O[C@@H]4COP(O[C@H]4[C@@H](O)[C@H](N5C6N=CNC(=O)C=6N=C5)O[C@@H]4COP(O[C@H]4[C@@H](O)[C@H](N5C6N=CNC(=O)C=6N=C5)O[C@@H]4COP(O[C@H]4[C@@H](O)[C@H](N5C6N=CNC(=O)C=6N=C5)O[C@@H]4COP(O[C@H]4[C@@H](O)[C@H](N5C6N=CNC(=O)C=6N=C5)O[C@@H]4COP(O[C@H]4[C@@H](O)[C@H](N5C6N=CNC(=O)C=6N=C5)O[C@@H]4CO)(O)=O)(O)=O)(O)=O)(O)=O)(O)=O)(O)=O)(O)=O)(O)=O)(O)=O)(O)=O)(O)=O)(O)=O)(O)=O)(O)=O)(O)=O)(O)=O)(O)=O)(O)=O)(O)=O)(O)=O)(O)=O)(O)=O)(O)=O)(O)=O)[C@@H:13]([OH:546])[C@H:12]3[OH:547])[C:3]=2[N:2]=1.F[P-](F)(F)(F)(F)F.[N:555]1([O:564][P+](N(C)C)(N(C)C)N(C)C)[C:559]2[CH:560]=[CH:561][CH:562]=[CH:563][C:558]=2[N:557]=[N:556]1.CCN(C(C)C)C(C)C, predict the reaction product. The product is: [N:555]1([O:564][C:5]2[C:4]3[N:8]=[CH:9][N:10]([C:3]=3[N:2]=[CH:1][N:7]=2)[C@@H:11]2[O:15][C@H:14]([CH2:16][OH:17])[C@@H:13]([OH:546])[C@H:12]2[OH:547])[C:559]2[CH:560]=[CH:561][CH:562]=[CH:563][C:558]=2[N:557]=[N:556]1. (2) Given the reactants [NH2:1][C:2]1[C:11]2[N:12]=[C:13]([CH2:20][CH3:21])[N:14]([CH2:15][C:16]([OH:19])([CH3:18])[CH3:17])[C:10]=2[C:9]2[CH:8]=[CH:7][C:6]([CH2:22][CH2:23][C:24]([OH:26])=O)=[CH:5][C:4]=2[N:3]=1.ON1C2C=CC=CC=2N=N1.CN(C)CCCN=C=NCC.[NH:48]1[CH2:53][CH2:52][O:51][CH2:50][CH2:49]1.C(=O)([O-])[O-].[Na+].[Na+], predict the reaction product. The product is: [NH2:1][C:2]1[C:11]2[N:12]=[C:13]([CH2:20][CH3:21])[N:14]([CH2:15][C:16]([OH:19])([CH3:18])[CH3:17])[C:10]=2[C:9]2[CH:8]=[CH:7][C:6]([CH2:22][CH2:23][C:24]([N:48]3[CH2:53][CH2:52][O:51][CH2:50][CH2:49]3)=[O:26])=[CH:5][C:4]=2[N:3]=1.